Dataset: Forward reaction prediction with 1.9M reactions from USPTO patents (1976-2016). Task: Predict the product of the given reaction. Given the reactants [N:1]1([CH:10]([NH:14][C:15]([O:17][CH2:18][C:19]2[CH:24]=[CH:23][CH:22]=[CH:21][CH:20]=2)=[O:16])[C:11](O)=[O:12])C2C=CC=CC=2N=N1.C(Cl)(=O)C(Cl)=O.[NH2:31][C:32]1[C:37]([CH2:38][O:39][Si:40]([C:43]([CH3:46])([CH3:45])[CH3:44])([CH3:42])[CH3:41])=[CH:36][CH:35]=[CH:34][C:33]=1[C:47]([C:49]1[CH:54]=[CH:53][CH:52]=[C:51]([F:55])[CH:50]=1)=O.CN1CCOCC1.N.CO.C(O)(=O)C.C([O-])(=O)C.[NH4+], predict the reaction product. The product is: [CH2:18]([O:17][C:15](=[O:16])[NH:14][CH:10]1[C:11](=[O:12])[NH:31][C:32]2[C:37]([CH2:38][O:39][Si:40]([C:43]([CH3:46])([CH3:45])[CH3:44])([CH3:42])[CH3:41])=[CH:36][CH:35]=[CH:34][C:33]=2[C:47]([C:49]2[CH:54]=[CH:53][CH:52]=[C:51]([F:55])[CH:50]=2)=[N:1]1)[C:19]1[CH:20]=[CH:21][CH:22]=[CH:23][CH:24]=1.